Dataset: Catalyst prediction with 721,799 reactions and 888 catalyst types from USPTO. Task: Predict which catalyst facilitates the given reaction. Reactant: C1C=NC=[C:3]([CH:7]=[O:8])C=1.[CH3:9][N:10]1[C:14]2[CH:15]=[CH:16][CH:17]=[CH:18][C:13]=2[S:12]/[C:11]/1=[N:19]/[N:20]=[CH:21][C:22]1[CH:27]=[CH:26][CH:25]=[N:24][CH:23]=1.[Br:28]C(O)C. Product: [Br-:28].[OH:8][CH2:7][CH2:3][N+:24]1[CH:25]=[CH:26][CH:27]=[C:22](/[CH:21]=[N:20]\[N:19]=[C:11]2\[S:12][C:13]3[CH:18]=[CH:17][CH:16]=[CH:15][C:14]=3[N:10]\2[CH3:9])[CH:23]=1. The catalyst class is: 10.